This data is from Forward reaction prediction with 1.9M reactions from USPTO patents (1976-2016). The task is: Predict the product of the given reaction. (1) Given the reactants Br[CH2:2][CH2:3][CH2:4][NH:5][C:6](=[O:12])[O:7][C:8]([CH3:11])([CH3:10])[CH3:9].[CH2:13]([SH:15])[CH3:14].C(=O)([O-])[O-].[K+].[K+], predict the reaction product. The product is: [CH2:13]([S:15][CH2:2][CH2:3][CH2:4][NH:5][C:6](=[O:12])[O:7][C:8]([CH3:11])([CH3:10])[CH3:9])[CH3:14]. (2) Given the reactants [CH3:1][N:2]1[C:6]([CH2:7][O:8][C:9]2[N:14]=[N:13][C:12]([C:15]([OH:17])=O)=[CH:11][CH:10]=2)=[C:5]([C:18]2[CH:23]=[CH:22][CH:21]=[CH:20][N:19]=2)[N:4]=[N:3]1.[CH:24]([NH2:27])([CH3:26])[CH3:25], predict the reaction product. The product is: [CH:24]([NH:27][C:15]([C:12]1[N:13]=[N:14][C:9]([O:8][CH2:7][C:6]2[N:2]([CH3:1])[N:3]=[N:4][C:5]=2[C:18]2[CH:23]=[CH:22][CH:21]=[CH:20][N:19]=2)=[CH:10][CH:11]=1)=[O:17])([CH3:26])[CH3:25].